Dataset: Catalyst prediction with 721,799 reactions and 888 catalyst types from USPTO. Task: Predict which catalyst facilitates the given reaction. (1) Reactant: [Cl:1][C:2]1[CH:7]=[CH:6][C:5]([CH2:8][C:9]([NH:11][C:12]2[CH:13]=[C:14]([C:18]([C:20]3[C:28]4[CH:27]=[N:26][CH:25]=[N:24][C:23]=4[N:22]([CH2:29][C:30]([O:32]C)=[O:31])[CH:21]=3)=[O:19])[CH:15]=[N:16][CH:17]=2)=[O:10])=[CH:4][CH:3]=1.[OH-].[K+:35]. Product: [K+:35].[Cl:1][C:2]1[CH:7]=[CH:6][C:5]([CH2:8][C:9]([NH:11][C:12]2[CH:13]=[C:14]([C:18]([C:20]3[C:28]4[CH:27]=[N:26][CH:25]=[N:24][C:23]=4[N:22]([CH2:29][C:30]([O-:32])=[O:31])[CH:21]=3)=[O:19])[CH:15]=[N:16][CH:17]=2)=[O:10])=[CH:4][CH:3]=1. The catalyst class is: 5. (2) Reactant: [Br:1][CH2:2][CH2:3][CH2:4][CH2:5][CH2:6][CH2:7]Br.[CH3:9][N:10]([CH3:12])[CH3:11]. Product: [Br-:1].[Br:1][CH2:2][CH2:3][CH2:4][CH2:5][CH2:6][CH2:7][N+:10]([CH3:12])([CH3:11])[CH3:9]. The catalyst class is: 7. (3) Reactant: [C:1]1(=O)[O:5][CH2:4][CH2:3][CH2:2]1.[NH2:7][CH2:8][CH2:9][OH:10]. Product: [OH:10][CH2:9][CH2:8][N:7]1[CH2:1][CH2:2][CH2:3][C:4]1=[O:5]. The catalyst class is: 6. (4) Reactant: Cl.[NH2:2][OH:3].C(N(CC)CC)C.[CH2:11]([O:14][C:15]1[C:22]([CH3:23])=[CH:21][C:18]([C:19]#[N:20])=[CH:17][C:16]=1[CH3:24])[CH:12]=[CH2:13]. Product: [CH2:11]([O:14][C:15]1[C:16]([CH3:24])=[CH:17][C:18]([C:19](=[NH:20])[NH:2][OH:3])=[CH:21][C:22]=1[CH3:23])[CH:12]=[CH2:13]. The catalyst class is: 14. (5) Reactant: [C:1]([NH:5][S:6]([C:9]1[CH:14]=[CH:13][CH:12]=[CH:11][C:10]=1[C:15]1[CH:20]=[CH:19][C:18]([NH:21][C:22](=[O:37])[CH2:23][CH2:24][C:25]2[CH:30]=[CH:29][CH:28]=[C:27]([C:31]3[N:35]=C(C)O[N:32]=3)[CH:26]=2)=[CH:17][CH:16]=1)(=[O:8])=[O:7])([CH3:4])([CH3:3])[CH3:2].O.[C:39]([OH:42])(=[O:41])[CH3:40]. Product: [C:39]([OH:42])(=[O:41])[CH3:40].[C:1]([NH:5][S:6]([C:9]1[CH:14]=[CH:13][CH:12]=[CH:11][C:10]=1[C:15]1[CH:20]=[CH:19][C:18]([NH:21][C:22](=[O:37])[CH2:23][CH2:24][C:25]2[CH:30]=[CH:29][CH:28]=[C:27]([C:31](=[NH:32])[NH2:35])[CH:26]=2)=[CH:17][CH:16]=1)(=[O:8])=[O:7])([CH3:4])([CH3:2])[CH3:3]. The catalyst class is: 5. (6) Reactant: [NH2:1]/[C:2](/[CH3:11])=[CH:3]\[C:4]([O:6][C:7]([CH3:10])([CH3:9])[CH3:8])=[O:5].[F:12][C:13]([F:23])([F:22])[C:14]1[C:15](=[O:21])[CH:16]=[CH:17][C:18](=O)[CH:19]=1.C(Cl)Cl. Product: [OH:21][C:15]1[C:14]([C:13]([F:12])([F:22])[F:23])=[C:19]2[C:18](=[CH:17][CH:16]=1)[NH:1][C:2]([CH3:11])=[C:3]2[C:4]([O:6][C:7]([CH3:10])([CH3:9])[CH3:8])=[O:5]. The catalyst class is: 14.